Dataset: NCI-60 drug combinations with 297,098 pairs across 59 cell lines. Task: Regression. Given two drug SMILES strings and cell line genomic features, predict the synergy score measuring deviation from expected non-interaction effect. Drug 1: CC1CCC2CC(C(=CC=CC=CC(CC(C(=O)C(C(C(=CC(C(=O)CC(OC(=O)C3CCCCN3C(=O)C(=O)C1(O2)O)C(C)CC4CCC(C(C4)OC)O)C)C)O)OC)C)C)C)OC. Drug 2: CNC(=O)C1=NC=CC(=C1)OC2=CC=C(C=C2)NC(=O)NC3=CC(=C(C=C3)Cl)C(F)(F)F. Cell line: OVCAR-4. Synergy scores: CSS=-0.933, Synergy_ZIP=1.14, Synergy_Bliss=0.208, Synergy_Loewe=-1.14, Synergy_HSA=-1.66.